This data is from NCI-60 drug combinations with 297,098 pairs across 59 cell lines. The task is: Regression. Given two drug SMILES strings and cell line genomic features, predict the synergy score measuring deviation from expected non-interaction effect. (1) Drug 1: C1=C(C(=O)NC(=O)N1)F. Drug 2: C1CN1P(=S)(N2CC2)N3CC3. Cell line: SK-MEL-28. Synergy scores: CSS=36.9, Synergy_ZIP=2.83, Synergy_Bliss=6.98, Synergy_Loewe=5.69, Synergy_HSA=8.69. (2) Drug 1: CC12CCC3C(C1CCC2=O)CC(=C)C4=CC(=O)C=CC34C. Drug 2: C(=O)(N)NO. Cell line: OVCAR-5. Synergy scores: CSS=30.5, Synergy_ZIP=0.701, Synergy_Bliss=1.47, Synergy_Loewe=0.171, Synergy_HSA=0.324. (3) Drug 1: C1=CC(=CC=C1C#N)C(C2=CC=C(C=C2)C#N)N3C=NC=N3. Drug 2: C1=NC2=C(N1)C(=S)N=CN2. Cell line: SF-268. Synergy scores: CSS=22.8, Synergy_ZIP=0.513, Synergy_Bliss=1.18, Synergy_Loewe=-12.9, Synergy_HSA=-0.436. (4) Drug 2: C1=NC2=C(N1)C(=S)N=CN2. Cell line: CCRF-CEM. Synergy scores: CSS=49.7, Synergy_ZIP=-3.16, Synergy_Bliss=-5.15, Synergy_Loewe=-9.26, Synergy_HSA=-0.944. Drug 1: CN(C)N=NC1=C(NC=N1)C(=O)N. (5) Drug 1: CC1=CC2C(CCC3(C2CCC3(C(=O)C)OC(=O)C)C)C4(C1=CC(=O)CC4)C. Drug 2: CC1=C(C=C(C=C1)C(=O)NC2=CC(=CC(=C2)C(F)(F)F)N3C=C(N=C3)C)NC4=NC=CC(=N4)C5=CN=CC=C5. Cell line: HL-60(TB). Synergy scores: CSS=-2.18, Synergy_ZIP=5.78, Synergy_Bliss=8.84, Synergy_Loewe=-1.55, Synergy_HSA=-0.681. (6) Drug 1: CN1C(=O)N2C=NC(=C2N=N1)C(=O)N. Cell line: OVCAR3. Synergy scores: CSS=-10.8, Synergy_ZIP=4.93, Synergy_Bliss=-2.54, Synergy_Loewe=-7.71, Synergy_HSA=-10.1. Drug 2: COC1=NC(=NC2=C1N=CN2C3C(C(C(O3)CO)O)O)N. (7) Cell line: DU-145. Synergy scores: CSS=45.7, Synergy_ZIP=0.537, Synergy_Bliss=2.71, Synergy_Loewe=-35.2, Synergy_HSA=0.530. Drug 2: C(CCl)NC(=O)N(CCCl)N=O. Drug 1: CCC1=CC2CC(C3=C(CN(C2)C1)C4=CC=CC=C4N3)(C5=C(C=C6C(=C5)C78CCN9C7C(C=CC9)(C(C(C8N6C)(C(=O)OC)O)OC(=O)C)CC)OC)C(=O)OC.C(C(C(=O)O)O)(C(=O)O)O.